This data is from NCI-60 drug combinations with 297,098 pairs across 59 cell lines. The task is: Regression. Given two drug SMILES strings and cell line genomic features, predict the synergy score measuring deviation from expected non-interaction effect. (1) Drug 1: CC1=C(C=C(C=C1)NC2=NC=CC(=N2)N(C)C3=CC4=NN(C(=C4C=C3)C)C)S(=O)(=O)N.Cl. Drug 2: C1C(C(OC1N2C=C(C(=O)NC2=O)F)CO)O. Cell line: UO-31. Synergy scores: CSS=22.7, Synergy_ZIP=-3.95, Synergy_Bliss=-6.80, Synergy_Loewe=-23.1, Synergy_HSA=-4.81. (2) Drug 1: CC1=C(C=C(C=C1)NC2=NC=CC(=N2)N(C)C3=CC4=NN(C(=C4C=C3)C)C)S(=O)(=O)N.Cl. Drug 2: C1=NNC2=C1C(=O)NC=N2. Cell line: UACC-257. Synergy scores: CSS=-1.70, Synergy_ZIP=-0.230, Synergy_Bliss=-1.87, Synergy_Loewe=-3.66, Synergy_HSA=-3.28. (3) Synergy scores: CSS=7.28, Synergy_ZIP=-0.700, Synergy_Bliss=-2.77, Synergy_Loewe=-1.53, Synergy_HSA=-5.04. Drug 2: CCC1(CC2CC(C3=C(CCN(C2)C1)C4=CC=CC=C4N3)(C5=C(C=C6C(=C5)C78CCN9C7C(C=CC9)(C(C(C8N6C)(C(=O)OC)O)OC(=O)C)CC)OC)C(=O)OC)O.OS(=O)(=O)O. Cell line: HCT-15. Drug 1: C1=NC2=C(N=C(N=C2N1C3C(C(C(O3)CO)O)O)F)N. (4) Drug 1: CN(C)N=NC1=C(NC=N1)C(=O)N. Drug 2: C1CC(=O)NC(=O)C1N2C(=O)C3=CC=CC=C3C2=O. Cell line: UACC62. Synergy scores: CSS=21.1, Synergy_ZIP=17.2, Synergy_Bliss=19.4, Synergy_Loewe=19.5, Synergy_HSA=19.5. (5) Drug 1: CC1=C(C=C(C=C1)NC2=NC=CC(=N2)N(C)C3=CC4=NN(C(=C4C=C3)C)C)S(=O)(=O)N.Cl. Drug 2: CN1C(=O)N2C=NC(=C2N=N1)C(=O)N. Cell line: SNB-19. Synergy scores: CSS=-7.52, Synergy_ZIP=2.24, Synergy_Bliss=-2.70, Synergy_Loewe=-3.84, Synergy_HSA=-5.14. (6) Drug 1: CC=C1C(=O)NC(C(=O)OC2CC(=O)NC(C(=O)NC(CSSCCC=C2)C(=O)N1)C(C)C)C(C)C. Drug 2: CC1=C(N=C(N=C1N)C(CC(=O)N)NCC(C(=O)N)N)C(=O)NC(C(C2=CN=CN2)OC3C(C(C(C(O3)CO)O)O)OC4C(C(C(C(O4)CO)O)OC(=O)N)O)C(=O)NC(C)C(C(C)C(=O)NC(C(C)O)C(=O)NCCC5=NC(=CS5)C6=NC(=CS6)C(=O)NCCC[S+](C)C)O. Cell line: RXF 393. Synergy scores: CSS=63.5, Synergy_ZIP=0.0390, Synergy_Bliss=2.95, Synergy_Loewe=-5.54, Synergy_HSA=6.48. (7) Drug 1: CS(=O)(=O)C1=CC(=C(C=C1)C(=O)NC2=CC(=C(C=C2)Cl)C3=CC=CC=N3)Cl. Drug 2: C1CN1P(=S)(N2CC2)N3CC3. Cell line: MALME-3M. Synergy scores: CSS=14.2, Synergy_ZIP=-0.498, Synergy_Bliss=2.66, Synergy_Loewe=0.104, Synergy_HSA=1.85. (8) Drug 1: CC1=C2C(C(=O)C3(C(CC4C(C3C(C(C2(C)C)(CC1OC(=O)C(C(C5=CC=CC=C5)NC(=O)OC(C)(C)C)O)O)OC(=O)C6=CC=CC=C6)(CO4)OC(=O)C)O)C)O. Drug 2: C1CCC(C(C1)N)N.C(=O)(C(=O)[O-])[O-].[Pt+4]. Cell line: OVCAR-4. Synergy scores: CSS=20.9, Synergy_ZIP=-7.39, Synergy_Bliss=-4.09, Synergy_Loewe=-5.59, Synergy_HSA=-2.86.